From a dataset of NCI-60 drug combinations with 297,098 pairs across 59 cell lines. Regression. Given two drug SMILES strings and cell line genomic features, predict the synergy score measuring deviation from expected non-interaction effect. (1) Drug 1: CC12CCC(CC1=CCC3C2CCC4(C3CC=C4C5=CN=CC=C5)C)O. Drug 2: C(=O)(N)NO. Cell line: 786-0. Synergy scores: CSS=10.7, Synergy_ZIP=-2.89, Synergy_Bliss=1.89, Synergy_Loewe=-4.11, Synergy_HSA=2.40. (2) Drug 1: C1CN1P(=S)(N2CC2)N3CC3. Drug 2: C1CCC(C(C1)N)N.C(=O)(C(=O)[O-])[O-].[Pt+4]. Cell line: KM12. Synergy scores: CSS=22.0, Synergy_ZIP=-0.330, Synergy_Bliss=15.4, Synergy_Loewe=-3.08, Synergy_HSA=2.74.